Dataset: TCR-epitope binding with 47,182 pairs between 192 epitopes and 23,139 TCRs. Task: Binary Classification. Given a T-cell receptor sequence (or CDR3 region) and an epitope sequence, predict whether binding occurs between them. (1) The epitope is LLSAGIFGA. The TCR CDR3 sequence is CASSVAGGYYNEQFF. Result: 0 (the TCR does not bind to the epitope). (2) The epitope is KRWIILGLNK. The TCR CDR3 sequence is CSAREVYYNSPLHF. Result: 1 (the TCR binds to the epitope). (3) The epitope is EIYKRWII. The TCR CDR3 sequence is CASSLADSLWGYTF. Result: 0 (the TCR does not bind to the epitope).